Dataset: Plasma protein binding rate (PPBR) regression data from AstraZeneca. Task: Regression/Classification. Given a drug SMILES string, predict its absorption, distribution, metabolism, or excretion properties. Task type varies by dataset: regression for continuous measurements (e.g., permeability, clearance, half-life) or binary classification for categorical outcomes (e.g., BBB penetration, CYP inhibition). For this dataset (ppbr_az), we predict Y. (1) The compound is Cc1c(S(=O)(=O)c2ccc(Cl)cc2)c2cc(F)ccc2n1CC(=O)O. The Y is 99.6 %. (2) The molecule is Cc1ccc(NC(=O)c2ccc(C#N)cc2)cc1-n1cnc2ccc(N3CCN(C)CC3)cc2c1=O. The Y is 68.1 %. (3) The compound is CC(C)(C)NC(=O)NCCN1CC(NC(=O)c2cc(Cl)cc(Cl)c2)C1. The Y is 90.7 %. (4) The molecule is Cc1ccccc1-n1c(Cn2nc(-c3ccc(O)c(F)c3)c3c(N)ncnc32)nc2cccc(C)c2c1=O. The Y is 98.0 %. (5) The molecule is CCCCCCCC(=O)N[C@@H](CCN)C(=O)N[C@H](C(=O)N[C@@H](C)C(=O)N[C@H]1CCNC(=O)[C@H]([C@@H](C)O)NC(=O)[C@H](CCN)NC(=O)[C@H](CCN)NC(=O)[C@H](CC(C)C)NC(=O)[C@@H](Cc2ccccc2)NC(=O)[C@H](CCN)NC1=O)[C@@H](C)O. The Y is 88.8 %. (6) The compound is COc1ccc(C2Sc3ccccc3N(CCN(C)C)C(=O)C2OC(C)=O)cc1. The Y is 35.5 %.